From a dataset of CYP1A2 inhibition data for predicting drug metabolism from PubChem BioAssay. Regression/Classification. Given a drug SMILES string, predict its absorption, distribution, metabolism, or excretion properties. Task type varies by dataset: regression for continuous measurements (e.g., permeability, clearance, half-life) or binary classification for categorical outcomes (e.g., BBB penetration, CYP inhibition). Dataset: cyp1a2_veith. (1) The compound is CCc1c(C(=O)NCc2ccc3c(c2)OCO3)[nH]c(C)c1C(C)=O. The result is 1 (inhibitor). (2) The drug is Cc1ccc(C(=O)N2c3ccccc3N(Cc3ccccc3)C(=O)C2(C)C)cc1. The result is 0 (non-inhibitor). (3) The drug is CO[C@@H]1COC(=O)C/C=C\[C@@H](C)[C@H](OC)COC(=O)[C@H](COCc2ccccc2)NC(=O)C/C=C\[C@H]1C. The result is 0 (non-inhibitor).